This data is from Merck oncology drug combination screen with 23,052 pairs across 39 cell lines. The task is: Regression. Given two drug SMILES strings and cell line genomic features, predict the synergy score measuring deviation from expected non-interaction effect. (1) Drug 1: COC12C(COC(N)=O)C3=C(C(=O)C(C)=C(N)C3=O)N1CC1NC12. Drug 2: Cc1nc(Nc2ncc(C(=O)Nc3c(C)cccc3Cl)s2)cc(N2CCN(CCO)CC2)n1. Cell line: DLD1. Synergy scores: synergy=14.1. (2) Drug 1: COc1cccc2c1C(=O)c1c(O)c3c(c(O)c1C2=O)CC(O)(C(=O)CO)CC3OC1CC(N)C(O)C(C)O1. Drug 2: Cn1cc(-c2cnn3c(N)c(Br)c(C4CCCNC4)nc23)cn1. Cell line: OCUBM. Synergy scores: synergy=1.77. (3) Drug 1: COC12C(COC(N)=O)C3=C(C(=O)C(C)=C(N)C3=O)N1CC1NC12. Drug 2: Cn1c(=O)n(-c2ccc(C(C)(C)C#N)cc2)c2c3cc(-c4cnc5ccccc5c4)ccc3ncc21. Cell line: MDAMB436. Synergy scores: synergy=32.7. (4) Drug 1: CN(C)C(=N)N=C(N)N. Drug 2: O=C(NOCC(O)CO)c1ccc(F)c(F)c1Nc1ccc(I)cc1F. Cell line: RKO. Synergy scores: synergy=-11.4. (5) Cell line: KPL1. Drug 1: COc1cccc2c1C(=O)c1c(O)c3c(c(O)c1C2=O)CC(O)(C(=O)CO)CC3OC1CC(N)C(O)C(C)O1. Synergy scores: synergy=-8.14. Drug 2: CNC(=O)c1cc(Oc2ccc(NC(=O)Nc3ccc(Cl)c(C(F)(F)F)c3)cc2)ccn1. (6) Drug 2: CC(C)CC(NC(=O)C(Cc1ccccc1)NC(=O)c1cnccn1)B(O)O. Drug 1: CS(=O)(=O)CCNCc1ccc(-c2ccc3ncnc(Nc4ccc(OCc5cccc(F)c5)c(Cl)c4)c3c2)o1. Cell line: PA1. Synergy scores: synergy=2.39. (7) Drug 1: COc1cc(C2c3cc4c(cc3C(OC3OC5COC(C)OC5C(O)C3O)C3COC(=O)C23)OCO4)cc(OC)c1O. Drug 2: O=C(CCCCCCC(=O)Nc1ccccc1)NO. Cell line: NCIH460. Synergy scores: synergy=8.05. (8) Drug 1: Nc1ccn(C2OC(CO)C(O)C2(F)F)c(=O)n1. Drug 2: CC1(c2nc3c(C(N)=O)cccc3[nH]2)CCCN1. Cell line: A375. Synergy scores: synergy=-20.5.